Dataset: Reaction yield outcomes from USPTO patents with 853,638 reactions. Task: Predict the reaction yield, written as a fraction of the theoretical maximum amount of product (1.0 means a 100% yield; for example, 0.34 means a 34% yield). (1) The reactants are [CH:1]1([C:6]2[CH:11]=[CH:10][CH:9]=[CH:8][C:7]=2[OH:12])[CH2:5][CH2:4][CH2:3][CH2:2]1.[BrH:13].CS(C)=O. The catalyst is C(O)(=O)C.O. The product is [Br:13][C:10]1[CH:9]=[CH:8][C:7]([OH:12])=[C:6]([CH:1]2[CH2:2][CH2:3][CH2:4][CH2:5]2)[CH:11]=1. The yield is 0.890. (2) The reactants are [NH:1]1[C:9]2[C:4](=[CH:5][CH:6]=[CH:7][CH:8]=2)[C:3]([C:10](=[O:59])[C:11]([NH:13][C:14]2[CH:19]=[CH:18][CH:17]=[C:16]([C:20]3[C:28]4[C:23](=[CH:24][CH:25]=[C:26]([C:29]5[N:33]=[CH:32][N:31](C(C6C=CC=CC=6)(C6C=CC=CC=6)C6C=CC=CC=6)[N:30]=5)[CH:27]=4)[N:22](C4CCCCO4)[N:21]=3)[CH:15]=2)=[O:12])=[CH:2]1. The catalyst is Cl.O1CCOCC1. The product is [NH:31]1[CH:32]=[N:33][C:29]([C:26]2[CH:27]=[C:28]3[C:23](=[CH:24][CH:25]=2)[NH:22][N:21]=[C:20]3[C:16]2[CH:15]=[C:14]([NH:13][C:11](=[O:12])[C:10]([C:3]3[C:4]4[C:9](=[CH:8][CH:7]=[CH:6][CH:5]=4)[NH:1][CH:2]=3)=[O:59])[CH:19]=[CH:18][CH:17]=2)=[N:30]1. The yield is 0.160. (3) The reactants are Cl.[NH2:2][CH2:3][CH2:4][O:5][CH2:6][CH2:7][NH:8][C:9](=[O:29])[C:10]([O:13][C:14]1[CH:19]=[CH:18][C:17]([C:20](=[O:28])[C:21]2[CH:26]=[CH:25][C:24]([Cl:27])=[CH:23][CH:22]=2)=[CH:16][CH:15]=1)([CH3:12])[CH3:11].[C:30](O)(=[O:52])[CH2:31][CH2:32]/[CH:33]=[CH:34]\[CH2:35]/[CH:36]=[CH:37]\[CH2:38]/[CH:39]=[CH:40]\[CH2:41]/[CH:42]=[CH:43]\[CH2:44]/[CH:45]=[CH:46]\[CH2:47]/[CH:48]=[CH:49]\[CH2:50][CH3:51].CN(C(ON1N=NC2C=CC=NC1=2)=[N+](C)C)C.F[P-](F)(F)(F)(F)F.CCN(C(C)C)C(C)C. The catalyst is CC#N.CCOC(C)=O. The product is [Cl:27][C:24]1[CH:23]=[CH:22][C:21]([C:20]([C:17]2[CH:18]=[CH:19][C:14]([O:13][C:10]([CH3:12])([CH3:11])[C:9]([NH:8][CH2:7][CH2:6][O:5][CH2:4][CH2:3][NH:2][C:30](=[O:52])[CH2:31][CH2:32]/[CH:33]=[CH:34]\[CH2:35]/[CH:36]=[CH:37]\[CH2:38]/[CH:39]=[CH:40]\[CH2:41]/[CH:42]=[CH:43]\[CH2:44]/[CH:45]=[CH:46]\[CH2:47]/[CH:48]=[CH:49]\[CH2:50][CH3:51])=[O:29])=[CH:15][CH:16]=2)=[O:28])=[CH:26][CH:25]=1. The yield is 0.810.